From a dataset of Experimentally validated miRNA-target interactions with 360,000+ pairs, plus equal number of negative samples. Binary Classification. Given a miRNA mature sequence and a target amino acid sequence, predict their likelihood of interaction. The miRNA is mmu-miR-465c-5p with sequence UAUUUAGAAUGGCGCUGAUCUG. The protein sequence of the target gene is MESGPRAELGAGAPPAVVARTPPEPRPSPEGDPSPPPPPMSALVPDTPPDTPPAMKNATSSKQLPLEPESPSGQVGPRPAPPQEESPSSEAKSRGPTPPAMGPRDARPPRRSSQPSPTAVPASDSPPTKQEVKKAGERHKLAKERREERAKYLAAKKAVWLEKEEKAKALREKQLQERRRRLEEQRLKAEQRRAALEERQRQKLEKNKERYEAAIQRSVKKTWAEIRQQRWSWAGALHHSSPGHKTSGSRCSVSAVNLPKHVDSIINKRLSKSSATLWNSPSRNRSLQLSAWESSIVDRL.... Result: 0 (no interaction).